Task: Predict the reaction yield, written as a fraction of the theoretical maximum amount of product (1.0 means a 100% yield; for example, 0.34 means a 34% yield).. Dataset: Reaction yield outcomes from USPTO patents with 853,638 reactions (1) The reactants are C([C@H]1COC(=O)N1[C:14](=[O:24])[C@H:15]([C:17]1[CH:22]=[CH:21][C:20]([F:23])=[CH:19][CH:18]=1)[CH3:16])C1C=CC=CC=1.[BH4-].[Na+]. The catalyst is C1COCC1.O. The product is [F:23][C:20]1[CH:19]=[CH:18][C:17]([C@H:15]([CH3:16])[CH2:14][OH:24])=[CH:22][CH:21]=1. The yield is 0.970. (2) The reactants are [N+:1]([C:4]1[C:5](C(O)=O)=[N:6][N:7]([C:9]2[CH:14]=[CH:13][CH:12]=[CH:11][CH:10]=2)[CH:8]=1)([O-:3])=[O:2].C1(P([N:32]=[N+]=[N-])(C2C=CC=CC=2)=O)C=CC=CC=1.C(N(CC)CC)C.CC(O)(C)C. The catalyst is O1CCOCC1.C(OCC)(=O)C. The product is [NH2:32][C:5]1[C:4]([N+:1]([O-:3])=[O:2])=[CH:8][N:7]([C:9]2[CH:14]=[CH:13][CH:12]=[CH:11][CH:10]=2)[N:6]=1. The yield is 0.940. (3) The reactants are [CH3:1][N:2]1[CH2:7][CH2:6][N:5]2[N:8]=[C:9]([NH2:11])[N:10]=[C:4]2[CH2:3]1.[C:12]([O:15][CH2:16][C:17]1[C:18]([N:32]2[CH2:44][CH2:43][N:35]3[C:36]4[CH2:37][CH2:38][CH2:39][CH2:40][C:41]=4[CH:42]=[C:34]3[C:33]2=[O:45])=[N:19][CH:20]=[CH:21][C:22]=1[C:23]1[CH:28]=[C:27](Br)[C:26](=[O:30])[N:25]([CH3:31])[CH:24]=1)(=[O:14])[CH3:13].C(=O)([O-])[O-].[Cs+].[Cs+].CC1(C)C2C(=C(P(C3C=CC=CC=3)C3C=CC=CC=3)C=CC=2)OC2C(P(C3C=CC=CC=3)C3C=CC=CC=3)=CC=CC1=2. The catalyst is C1C=CC(/C=C/C(/C=C/C2C=CC=CC=2)=O)=CC=1.C1C=CC(/C=C/C(/C=C/C2C=CC=CC=2)=O)=CC=1.C1C=CC(/C=C/C(/C=C/C2C=CC=CC=2)=O)=CC=1.[Pd].[Pd].CN(C=O)C. The product is [C:12]([O:15][CH2:16][C:17]1[C:18]([N:32]2[CH2:44][CH2:43][N:35]3[C:36]4[CH2:37][CH2:38][CH2:39][CH2:40][C:41]=4[CH:42]=[C:34]3[C:33]2=[O:45])=[N:19][CH:20]=[CH:21][C:22]=1[C:23]1[CH:28]=[C:27]([NH:11][C:9]2[N:10]=[C:4]3[CH2:3][N:2]([CH3:1])[CH2:7][CH2:6][N:5]3[N:8]=2)[C:26](=[O:30])[N:25]([CH3:31])[CH:24]=1)(=[O:14])[CH3:13]. The yield is 0.410. (4) The reactants are [NH:1]1[CH2:6][CH2:5][CH2:4][CH2:3][CH2:2]1.CN(C)C=O.Cl[C:13]1[CH:18]=[CH:17][C:16]([CH3:19])=[CH:15][C:14]=1[N+:20]([O-:22])=[O:21]. The catalyst is O. The product is [CH3:19][C:16]1[CH:17]=[CH:18][C:13]([N:1]2[CH2:6][CH2:5][CH2:4][CH2:3][CH2:2]2)=[C:14]([N+:20]([O-:22])=[O:21])[CH:15]=1. The yield is 0.462. (5) The catalyst is [C-]#N.[Zn+2].[C-]#N.C1C=CC([P]([Pd]([P](C2C=CC=CC=2)(C2C=CC=CC=2)C2C=CC=CC=2)([P](C2C=CC=CC=2)(C2C=CC=CC=2)C2C=CC=CC=2)[P](C2C=CC=CC=2)(C2C=CC=CC=2)C2C=CC=CC=2)(C2C=CC=CC=2)C2C=CC=CC=2)=CC=1. The yield is 0.890. The reactants are [Br:1][C:2]1[CH:7]=[CH:6][C:5](I)=[C:4]([F:9])[C:3]=1[CH3:10].O.[CH3:12][N:13](C=O)C. The product is [Br:1][C:2]1[CH:7]=[CH:6][C:5]([C:12]#[N:13])=[C:4]([F:9])[C:3]=1[CH3:10]. (6) The reactants are [Br:1][C:2]1[CH:3]=[C:4]([CH3:13])[C:5]2[O:6][CH2:7][C:8](=O)[NH:9][C:10]=2[N:11]=1.CO. The catalyst is C1COCC1. The product is [Br:1][C:2]1[CH:3]=[C:4]([CH3:13])[C:5]2[O:6][CH2:7][CH2:8][NH:9][C:10]=2[N:11]=1. The yield is 0.880. (7) The reactants are Br[CH2:2][CH2:3][C:4]([OH:6])=[O:5].[OH-].[K+].[F:9][C:10]([F:15])([F:14])[CH2:11][CH2:12][SH:13].Cl. The catalyst is CO. The product is [F:9][C:10]([F:15])([F:14])[CH2:11][CH2:12][S:13][CH2:2][CH2:3][C:4]([OH:6])=[O:5]. The yield is 0.880.